This data is from Reaction yield outcomes from USPTO patents with 853,638 reactions. The task is: Predict the reaction yield, written as a fraction of the theoretical maximum amount of product (1.0 means a 100% yield; for example, 0.34 means a 34% yield). The reactants are Cl.[NH2:2][C:3]1[CH:8]=[CH:7][C:6]([OH:9])=[CH:5][C:4]=1[OH:10].C(=O)([O-])O.[Na+].[CH3:16][O:17][C:18](OC)([O:23]C)[C:19](OC)=O. No catalyst specified. The product is [OH:9][C:6]1[CH:7]=[CH:8][C:3]2[N:2]=[C:19]([C:18]([O:17][CH3:16])=[O:23])[O:10][C:4]=2[CH:5]=1. The yield is 0.820.